Regression. Given a peptide amino acid sequence and an MHC pseudo amino acid sequence, predict their binding affinity value. This is MHC class II binding data. From a dataset of Peptide-MHC class II binding affinity with 134,281 pairs from IEDB. (1) The binding affinity (normalized) is 0.357. The peptide sequence is QFKPEEITGIMKDLD. The MHC is HLA-DQA10301-DQB10302 with pseudo-sequence HLA-DQA10301-DQB10302. (2) The peptide sequence is GEGQIVDKIDAAFKI. The MHC is DRB1_0802 with pseudo-sequence DRB1_0802. The binding affinity (normalized) is 0.343. (3) The peptide sequence is ANGYFSGHVIPACKN. The MHC is DRB5_0101 with pseudo-sequence DRB5_0101. The binding affinity (normalized) is 0.491. (4) The peptide sequence is YFPPPAAKEDFLGCL. The MHC is HLA-DPA10103-DPB10301 with pseudo-sequence HLA-DPA10103-DPB10301. The binding affinity (normalized) is 0. (5) The peptide sequence is DLSVVNARLRAKHYV. The MHC is DRB1_0101 with pseudo-sequence DRB1_0101. The binding affinity (normalized) is 0.637. (6) The peptide sequence is FVAGAKYMVIQGEPG. The MHC is DRB3_0202 with pseudo-sequence DRB3_0202. The binding affinity (normalized) is 0.0482.